From a dataset of Peptide-MHC class II binding affinity with 134,281 pairs from IEDB. Regression. Given a peptide amino acid sequence and an MHC pseudo amino acid sequence, predict their binding affinity value. This is MHC class II binding data. The peptide sequence is CSCRDQSEAQLALTI. The MHC is DRB1_0404 with pseudo-sequence DRB1_0404. The binding affinity (normalized) is 0.